Dataset: Peptide-MHC class II binding affinity with 134,281 pairs from IEDB. Task: Regression. Given a peptide amino acid sequence and an MHC pseudo amino acid sequence, predict their binding affinity value. This is MHC class II binding data. (1) The peptide sequence is CSNSHVNTLRFLVKN. The MHC is DRB1_0901 with pseudo-sequence DRB1_0901. The binding affinity (normalized) is 0.291. (2) The peptide sequence is DSEEPLQGPFNFRFL. The MHC is DRB3_0101 with pseudo-sequence DRB3_0101. The binding affinity (normalized) is 0.400. (3) The peptide sequence is HVSCRVKLSALTLKG. The MHC is HLA-DQA10102-DQB10501 with pseudo-sequence HLA-DQA10102-DQB10501. The binding affinity (normalized) is 0.546. (4) The peptide sequence is AAFKIAATAANSAPA. The MHC is HLA-DQA10401-DQB10402 with pseudo-sequence HLA-DQA10401-DQB10402. The binding affinity (normalized) is 0.592. (5) The peptide sequence is AVWVDGKARTAWVDS. The MHC is DRB1_0405 with pseudo-sequence DRB1_0405. The binding affinity (normalized) is 0.212. (6) The peptide sequence is LCKHHNGVVVNKKKR. The MHC is DRB1_0101 with pseudo-sequence DRB1_0101. The binding affinity (normalized) is 0.317. (7) The peptide sequence is VHQVFGGAFRSLFGGMSW. The MHC is DRB5_0101 with pseudo-sequence DRB5_0101. The binding affinity (normalized) is 0.495.